Dataset: Peptide-MHC class II binding affinity with 134,281 pairs from IEDB. Task: Regression. Given a peptide amino acid sequence and an MHC pseudo amino acid sequence, predict their binding affinity value. This is MHC class II binding data. (1) The peptide sequence is FGMVQFQKFFNPVTP. The MHC is HLA-DQA10501-DQB10201 with pseudo-sequence HLA-DQA10501-DQB10201. The binding affinity (normalized) is 0.0581. (2) The peptide sequence is KRFFLPVFSDEVLAG. The MHC is DRB1_1302 with pseudo-sequence DRB1_1302. The binding affinity (normalized) is 0.262. (3) The peptide sequence is GKAGCQTYKWETFLT. The MHC is DRB1_0404 with pseudo-sequence DRB1_0404. The binding affinity (normalized) is 0.281. (4) The peptide sequence is VDCRPFNGGESKLKA. The MHC is DRB1_0405 with pseudo-sequence DRB1_0405. The binding affinity (normalized) is 0.0463. (5) The peptide sequence is LEAAVKQAYAATIAA. The MHC is DRB1_0802 with pseudo-sequence DRB1_0802. The binding affinity (normalized) is 0.468. (6) The peptide sequence is GWSSLGREYAAVAEE. The MHC is DRB1_1001 with pseudo-sequence DRB1_1001. The binding affinity (normalized) is 0.365. (7) The peptide sequence is TFGAASNKAFAEGLS. The MHC is HLA-DPA10103-DPB10401 with pseudo-sequence HLA-DPA10103-DPB10401. The binding affinity (normalized) is 0.164. (8) The peptide sequence is TITVYAVTYYKEADY. The MHC is HLA-DQA10501-DQB10301 with pseudo-sequence HLA-DQA10501-DQB10301. The binding affinity (normalized) is 0.340.